Dataset: Full USPTO retrosynthesis dataset with 1.9M reactions from patents (1976-2016). Task: Predict the reactants needed to synthesize the given product. Given the product [C:18]([O:22][C:23]([N:25]1[CH2:28][CH:27]([NH:1][C:2]2[CH:3]=[C:4]3[C:13](=[CH:14][CH:15]=2)[O:12][CH2:11][C:10]2[N:5]3[CH:6]([CH3:17])[C:7](=[O:16])[NH:8][N:9]=2)[CH2:26]1)=[O:24])([CH3:21])([CH3:19])[CH3:20], predict the reactants needed to synthesize it. The reactants are: [NH2:1][C:2]1[CH:3]=[C:4]2[C:13](=[CH:14][CH:15]=1)[O:12][CH2:11][C:10]1[N:5]2[CH:6]([CH3:17])[C:7](=[O:16])[NH:8][N:9]=1.[C:18]([O:22][C:23]([N:25]1[CH2:28][C:27](=O)[CH2:26]1)=[O:24])([CH3:21])([CH3:20])[CH3:19].C([BH3-])#N.[Na+].